From a dataset of KCNQ2 potassium channel screen with 302,405 compounds. Binary Classification. Given a drug SMILES string, predict its activity (active/inactive) in a high-throughput screening assay against a specified biological target. The compound is S1(=O)(=O)N(CCCN1Cc1ccc(F)cc1)Cc1c(OC)ccc(c1)C(OC)=O. The result is 0 (inactive).